This data is from Full USPTO retrosynthesis dataset with 1.9M reactions from patents (1976-2016). The task is: Predict the reactants needed to synthesize the given product. (1) Given the product [I:1][C:2]1[CH:10]=[C:6]2[C:5](=[CH:4][CH:3]=1)[N:11]=[CH:12][NH:18][C:16]2=[O:17], predict the reactants needed to synthesize it. The reactants are: [I:1][C:2]1[CH:10]=[C:6](C(O)=O)[C:5]([NH2:11])=[CH:4][CH:3]=1.[CH:12](OC)=O.[CH3:16][OH:17].[NH3:18]. (2) Given the product [Br:1][C:2]1[C:3]2[C:11](=[O:13])[C:10]3[C:9](=[CH:17][CH:16]=[CH:15][CH:14]=3)[N:8]([CH3:24])[C:4]=2[CH:5]=[CH:6][CH:7]=1, predict the reactants needed to synthesize it. The reactants are: [Br:1][C:2]1[CH:3]=[C:4]([NH:8][C:9]2[CH:17]=[CH:16][CH:15]=[CH:14][C:10]=2[C:11]([OH:13])=O)[CH:5]=[CH:6][CH:7]=1.[H-].[Na+].S(OC)(O[CH3:24])(=O)=O. (3) The reactants are: C1(C)C=CC(S([CH2:10][N+:11]#[C-:12])(=O)=O)=CC=1.[C:14]([O:19][CH2:20][CH3:21])(=[O:18])/[CH:15]=[CH:16]/[CH3:17].CC(C)([O-])C.[K+]. Given the product [CH3:17][C:16]1[C:15]([C:14]([O:19][CH2:20][CH3:21])=[O:18])=[CH:10][NH:11][CH:12]=1, predict the reactants needed to synthesize it. (4) The reactants are: C([N:4]1[CH:8]=[CH:7][N:6]=[C:5]1[C:9]1[S:13][C:12]([C:14]2[CH:19]=[CH:18][N:17]=[C:16]([NH:20][C:21](=[O:23])[CH3:22])[CH:15]=2)=[N:11][C:10]=1[C:24]1[CH:29]=[CH:28][C:27]([Cl:30])=[CH:26][C:25]=1[Cl:31])C=C.C1([SiH3])C=CC=CC=1. Given the product [Cl:31][C:25]1[CH:26]=[C:27]([Cl:30])[CH:28]=[CH:29][C:24]=1[C:10]1[N:11]=[C:12]([C:14]2[CH:19]=[CH:18][N:17]=[C:16]([NH:20][C:21](=[O:23])[CH3:22])[CH:15]=2)[S:13][C:9]=1[C:5]1[NH:4][CH:8]=[CH:7][N:6]=1, predict the reactants needed to synthesize it. (5) Given the product [CH3:12][O:11][C:9]([C:6]1[N:5]([CH2:14][C:15]2[C:24]3[C:19](=[CH:20][CH:21]=[C:22]([F:25])[CH:23]=3)[CH:18]=[CH:17][CH:16]=2)[C:4]2[CH:3]=[CH:2][S:1][C:8]=2[CH:7]=1)=[O:10], predict the reactants needed to synthesize it. The reactants are: [S:1]1[C:8]2[CH:7]=[C:6]([C:9]([O:11][CH3:12])=[O:10])[NH:5][C:4]=2[CH:3]=[CH:2]1.Br[CH2:14][C:15]1[C:24]2[C:19](=[CH:20][CH:21]=[C:22]([F:25])[CH:23]=2)[CH:18]=[CH:17][CH:16]=1. (6) Given the product [F:25][C:26]1[CH:31]=[C:30]([F:32])[CH:29]=[CH:28][C:27]=1[C:4]1[CH:5]=[CH:6][C:7]2[C:12](=[CH:11][CH:10]=[C:9]([O:13][CH3:14])[CH:8]=2)[C:3]=1[CH:1]=[O:2], predict the reactants needed to synthesize it. The reactants are: [CH:1]([C:3]1[C:12]2[C:7](=[CH:8][C:9]([O:13][CH3:14])=[CH:10][CH:11]=2)[CH:6]=[CH:5][C:4]=1OS(C(F)(F)F)(=O)=O)=[O:2].[F-].[Cs+].[F:25][C:26]1[CH:31]=[C:30]([F:32])[CH:29]=[CH:28][C:27]=1B(O)O.C. (7) Given the product [Cl:26][CH2:27][C:28]([NH:19][CH2:1][CH2:2][CH2:3][CH2:4][CH2:5][CH2:6][CH2:7][CH2:8]/[CH:9]=[CH:10]\[CH2:11][CH2:12][CH2:13][CH2:14][CH2:15][CH2:16][CH2:17][CH3:18])=[O:29], predict the reactants needed to synthesize it. The reactants are: [CH2:1]([NH2:19])[CH2:2][CH2:3][CH2:4][CH2:5][CH2:6][CH2:7][CH2:8]/[CH:9]=[CH:10]\[CH2:11][CH2:12][CH2:13][CH2:14][CH2:15][CH2:16][CH2:17][CH3:18].C([O-])([O-])=O.[Na+].[Na+].[Cl:26][CH2:27][C:28](Cl)=[O:29].